This data is from Catalyst prediction with 721,799 reactions and 888 catalyst types from USPTO. The task is: Predict which catalyst facilitates the given reaction. (1) Reactant: C(N(CC)CC)C.CCN=C=NCCCN(C)C.[C:19](O)(=[O:25])[CH2:20][CH2:21][C:22]([NH2:24])=[O:23].[Br:27][C:28]1[C:29]([S:38][C:39]2[N:40]([CH2:49][CH2:50][CH:51]3[CH2:56][CH2:55][NH:54][CH2:53][CH2:52]3)[C:41]3[C:46]([N:47]=2)=[C:45]([NH2:48])[N:44]=[CH:43][N:42]=3)=[CH:30][C:31]2[O:36][CH2:35][CH2:34][O:33][C:32]=2[CH:37]=1. Product: [NH2:48][C:45]1[N:44]=[CH:43][N:42]=[C:41]2[C:46]=1[N:47]=[C:39]([S:38][C:29]1[C:28]([Br:27])=[CH:37][C:32]3[O:33][CH2:34][CH2:35][O:36][C:31]=3[CH:30]=1)[N:40]2[CH2:49][CH2:50][CH:51]1[CH2:52][CH2:53][N:54]([C:19](=[O:25])[CH2:20][CH2:21][C:22]([NH2:24])=[O:23])[CH2:55][CH2:56]1. The catalyst class is: 198. (2) Reactant: C[O:2][C:3](=O)[C:4]1[CH:9]=[CH:8][CH:7]=[C:6]([N+:10]([O-:12])=[O:11])[C:5]=1[CH2:13]Br.[NH3:16]. Product: [N+:10]([C:6]1[CH:7]=[CH:8][CH:9]=[C:4]2[C:5]=1[CH2:13][NH:16][C:3]2=[O:2])([O-:12])=[O:11]. The catalyst class is: 5. (3) Reactant: [Cl:1][C:2]1[C:11]2[C:6](=[CH:7][C:8]([OH:14])=[C:9]([O:12][CH3:13])[CH:10]=2)[N:5]=[CH:4][N:3]=1.C1(P(C2C=CC=CC=2)C2C=CC=CC=2)C=CC=CC=1.[F:34][CH2:35][CH2:36][N:37]1[CH2:42][CH2:41][N:40]([CH2:43][CH2:44]O)[CH2:39][CH2:38]1. Product: [Cl:1][C:2]1[C:11]2[C:6](=[CH:7][C:8]([O:14][CH2:44][CH2:43][N:40]3[CH2:41][CH2:42][N:37]([CH2:36][CH2:35][F:34])[CH2:38][CH2:39]3)=[C:9]([O:12][CH3:13])[CH:10]=2)[N:5]=[CH:4][N:3]=1. The catalyst class is: 4. (4) Reactant: Br[CH2:2][CH2:3][S:4][C:5]1[CH:10]=[CH:9][C:8]([N+:11]([O-:13])=[O:12])=[CH:7][CH:6]=1.Cl.[CH3:15][O:16][C:17]1[CH:18]=[C:19]2[C:24](=[CH:25][C:26]=1[O:27][CH3:28])[CH2:23][NH:22][CH2:21][CH2:20]2.C(=O)([O-])[O-].[K+].[K+]. Product: [CH3:15][O:16][C:17]1[CH:18]=[C:19]2[C:24](=[CH:25][C:26]=1[O:27][CH3:28])[CH2:23][N:22]([CH2:2][CH2:3][S:4][C:5]1[CH:10]=[CH:9][C:8]([N+:11]([O-:13])=[O:12])=[CH:7][CH:6]=1)[CH2:21][CH2:20]2. The catalyst class is: 10. (5) Reactant: [C:1]([O:7][CH2:8][CH2:9][CH2:10][C@@H:11]([O:18][Si:19]([C:22]([CH3:25])([CH3:24])[CH3:23])([CH3:21])[CH3:20])[CH2:12][CH:13]([CH3:17])[C:14](=[O:16])[CH3:15])(=[O:6])[C:2]([CH3:5])([CH3:4])[CH3:3].[F:26][C:27]([F:46])([F:45])[S:28](N(C1C=CC=CC=1)[S:28]([C:27]([F:46])([F:45])[F:26])(=[O:30])=[O:29])(=[O:30])=[O:29].C[Si]([N-][Si](C)(C)C)(C)C.[K+].C1(C)C=CC=CC=1. Product: [C:1]([O:7][CH2:8][CH2:9][CH2:10][C@@H:11]([O:18][Si:19]([C:22]([CH3:24])([CH3:23])[CH3:25])([CH3:21])[CH3:20])[CH2:12][CH:13]([CH3:17])[C:14]([O:16][S:28]([C:27]([F:46])([F:45])[F:26])(=[O:30])=[O:29])=[CH2:15])(=[O:6])[C:2]([CH3:5])([CH3:4])[CH3:3]. The catalyst class is: 1.